This data is from Forward reaction prediction with 1.9M reactions from USPTO patents (1976-2016). The task is: Predict the product of the given reaction. (1) Given the reactants [C:1]([C:5]1[N:10]=[C:9]([NH:11][C:12]2[CH:17]=[C:16]([Cl:18])[N:15]=[N:14][C:13]=2[C:19]([O:21]CC)=O)[CH:8]=[CH:7][CH:6]=1)([CH3:4])([CH3:3])[CH3:2].CO.[NH3:26], predict the reaction product. The product is: [C:1]([C:5]1[N:10]=[C:9]([NH:11][C:12]2[CH:17]=[C:16]([Cl:18])[N:15]=[N:14][C:13]=2[C:19]([NH2:26])=[O:21])[CH:8]=[CH:7][CH:6]=1)([CH3:2])([CH3:3])[CH3:4]. (2) Given the reactants [F:1][C:2]1[CH:37]=[CH:36][CH:35]=[C:34]([F:38])[C:3]=1[CH2:4][O:5][C:6]1[C:7]2[N:8]([C:13]([C:17](=O)[CH2:18][C:19](=O)[CH2:20][C:21]([NH:24][C:25](=[O:31])[O:26][C:27]([CH3:30])([CH3:29])[CH3:28])([CH3:23])[CH3:22])=[C:14]([CH3:16])[N:15]=2)[CH:9]=[C:10]([CH3:12])[CH:11]=1.Cl.[NH2:40][NH2:41], predict the reaction product. The product is: [C:27]([O:26][C:25](=[O:31])[NH:24][C:21]([CH3:22])([CH3:23])[CH2:20][C:19]1[NH:41][N:40]=[C:17]([C:13]2[N:8]3[CH:9]=[C:10]([CH3:12])[CH:11]=[C:6]([O:5][CH2:4][C:3]4[C:2]([F:1])=[CH:37][CH:36]=[CH:35][C:34]=4[F:38])[C:7]3=[N:15][C:14]=2[CH3:16])[CH:18]=1)([CH3:30])([CH3:28])[CH3:29]. (3) Given the reactants [Cl:1][C:2]1[CH:7]=[CH:6][CH:5]=[C:4]([Cl:8])[C:3]=1[C:9]1[CH:14]=[C:13]([F:15])[CH:12]=[CH:11][C:10]=1[O:16][CH3:17].S(=O)(=O)(O)O.C1C(=O)N([I:30])C(=O)C1.C(Cl)Cl, predict the reaction product. The product is: [Cl:1][C:2]1[CH:7]=[CH:6][CH:5]=[C:4]([Cl:8])[C:3]=1[C:9]1[CH:14]=[C:13]([F:15])[CH:12]=[C:11]([I:30])[C:10]=1[O:16][CH3:17]. (4) Given the reactants [CH3:1][C:2]1[CH:11]=[CH:10][C:5]([C:6]([O:8][CH3:9])=[O:7])=[C:4](OS(C(F)(F)F)(=O)=O)[CH:3]=1.C(=O)([O-])[O-].[Na+].[Na+].[F:26][C:27]1[CH:32]=[CH:31][C:30](B(O)O)=[CH:29][CH:28]=1.[Cl-].[Li+], predict the reaction product. The product is: [F:26][C:27]1[CH:32]=[CH:31][C:30]([C:4]2[CH:3]=[C:2]([CH3:1])[CH:11]=[CH:10][C:5]=2[C:6]([O:8][CH3:9])=[O:7])=[CH:29][CH:28]=1. (5) Given the reactants [Cl:1][C:2]1[CH:3]=[C:4]([CH:8]=[CH:9][C:10]=1[F:11])[C:5]([OH:7])=O.C(Cl)(=O)C(Cl)=O.Cl.[NH:19]1[CH2:22][CH2:21][CH2:20]1.C(N(CC)CC)C, predict the reaction product. The product is: [Cl:1][C:2]1[CH:3]=[C:4]([CH:8]=[CH:9][C:10]=1[F:11])[C:5]([N:19]1[CH2:22][CH2:21][CH2:20]1)=[O:7]. (6) Given the reactants C(Cl)CCl.[NH:5]([C:7]1[C:8]2[N:9]([CH:17]=[CH:18][CH:19]=2)[C:10]2[C:15]([N:16]=1)=[CH:14][CH:13]=[CH:12][CH:11]=2)[NH2:6].[NH:20]1[C:28]2[C:23](=[CH:24][CH:25]=[CH:26][CH:27]=2)[CH:22]=[C:21]1[C:29](O)=[O:30].C(=O)(O)[O-].[Na+], predict the reaction product. The product is: [CH:17]1[N:9]2[C:10]3[C:15]([N:16]=[C:7]([NH:5][NH:6][C:29]([C:21]4[NH:20][C:28]5[C:23]([CH:22]=4)=[CH:24][CH:25]=[CH:26][CH:27]=5)=[O:30])[C:8]2=[CH:19][CH:18]=1)=[CH:14][CH:13]=[CH:12][CH:11]=3. (7) Given the reactants [CH:1]12[NH:9][CH:5]([C:6](=[O:8])[CH2:7]1)[CH2:4][O:3][CH2:2]2.C([O-])([O-])=O.[K+].[K+].[N+:16]([C:19]1[CH:24]=[CH:23][CH:22]=[CH:21][C:20]=1[S:25](Cl)(=[O:27])=[O:26])([O-:18])=[O:17], predict the reaction product. The product is: [N+:16]([C:19]1[CH:24]=[CH:23][CH:22]=[CH:21][C:20]=1[S:25]([N:9]1[CH:5]2[C:6](=[O:8])[CH2:7][CH:1]1[CH2:2][O:3][CH2:4]2)(=[O:27])=[O:26])([O-:18])=[O:17].